Dataset: Full USPTO retrosynthesis dataset with 1.9M reactions from patents (1976-2016). Task: Predict the reactants needed to synthesize the given product. Given the product [CH3:1][C:2]1[O:3][C:4]2[C:9]([C:10](=[O:12])[CH:11]=1)=[CH:8][CH:7]=[CH:6][C:5]=2[CH:13]=[C:17]([C:16](=[O:15])[CH3:23])[C:18]([O:20][CH2:21][CH3:22])=[O:19], predict the reactants needed to synthesize it. The reactants are: [CH3:1][C:2]1[O:3][C:4]2[C:9]([C:10](=[O:12])[CH:11]=1)=[CH:8][CH:7]=[CH:6][C:5]=2[CH:13]=O.[O:15]=[C:16]([CH3:23])[CH2:17][C:18]([O:20][CH2:21][CH3:22])=[O:19].C(O)(=O)C.N1CCCCC1.